This data is from Full USPTO retrosynthesis dataset with 1.9M reactions from patents (1976-2016). The task is: Predict the reactants needed to synthesize the given product. The reactants are: [C:1]([O:5][C:6]([NH:8][C@H:9]([CH2:25][C:26]1[CH:31]=[C:30]([F:32])[CH:29]=[CH:28][C:27]=1[F:33])[CH2:10][C:11]([N:13]1[CH2:18][CH2:17][N:16]2[CH:19]=[C:20](C(O)=O)[N:21]=[C:15]2[CH2:14]1)=[O:12])=[O:7])([CH3:4])([CH3:3])[CH3:2].CNC.C1C=CC2N(O)N=NC=2C=1.C(Cl)CCl.[CH3:51][N:52]([CH:54]=[O:55])[CH3:53]. Given the product [CH3:51][N:52]([CH3:53])[C:54]([C:20]1[N:21]=[C:15]2[CH2:14][N:13]([C:11](=[O:12])[CH2:10][C@H:9]([NH:8][C:6]([O:5][C:1]([CH3:2])([CH3:3])[CH3:4])=[O:7])[CH2:25][C:26]3[CH:31]=[C:30]([F:32])[CH:29]=[CH:28][C:27]=3[F:33])[CH2:18][CH2:17][N:16]2[CH:19]=1)=[O:55], predict the reactants needed to synthesize it.